From a dataset of CYP1A2 inhibition data for predicting drug metabolism from PubChem BioAssay. Regression/Classification. Given a drug SMILES string, predict its absorption, distribution, metabolism, or excretion properties. Task type varies by dataset: regression for continuous measurements (e.g., permeability, clearance, half-life) or binary classification for categorical outcomes (e.g., BBB penetration, CYP inhibition). Dataset: cyp1a2_veith. The compound is CCOC(=O)c1[nH]c2cc3c(cc2c1NC(=O)CN1CCc2ccccc2C1)OCO3. The result is 1 (inhibitor).